Task: Predict which catalyst facilitates the given reaction.. Dataset: Catalyst prediction with 721,799 reactions and 888 catalyst types from USPTO (1) Reactant: I[C:2]1[C:11]([NH:12][CH:13]([CH2:16][CH3:17])[CH2:14][CH3:15])=[CH:10][C:5]([C:6]([O:8][CH3:9])=[O:7])=[C:4]([C:18]([F:21])([F:20])[F:19])[CH:3]=1.[CH3:22][N:23](C=O)C. Product: [C:22]([C:2]1[C:11]([NH:12][CH:13]([CH2:16][CH3:17])[CH2:14][CH3:15])=[CH:10][C:5]([C:6]([O:8][CH3:9])=[O:7])=[C:4]([C:18]([F:21])([F:20])[F:19])[CH:3]=1)#[N:23]. The catalyst class is: 267. (2) Reactant: [Cl:1][C:2]1[CH:9]=[C:8]([S:10][CH2:11][CH3:12])[C:7]([N+:13]([O-])=O)=[CH:6][C:3]=1[C:4]#[N:5].ClC1C=CC(S(C2CC2)(=O)=O)=C(C=1)N. Product: [NH2:13][C:7]1[C:8]([S:10][CH2:11][CH3:12])=[CH:9][C:2]([Cl:1])=[C:3]([CH:6]=1)[C:4]#[N:5]. The catalyst class is: 15.